This data is from Human Reference Interactome with 51,813 positive PPI pairs across 8,248 proteins, plus equal number of experimentally-validated negative pairs. The task is: Binary Classification. Given two protein amino acid sequences, predict whether they physically interact or not. (1) Protein 1 (ENSG00000204427) has sequence MAKLLSCVLGPRLYKIYRERDSERAPASVPETPTAVTAPHSSSWDTYYQPRALEKHADSILALASVFWSISYYSSPFAFFYLYRKGYLSLSKVVPFSHYAGTLLLLLAGVACLRGIGRWTNPQYRQFITILEATHRNQSSENKRQLANYNFDFRSWPVDFHWEEPSSRKESRGGPSRRGVALLRPEPLHRGTADTLLNRVKKLPCQITSYLVAHTLGRRMLYPGSVYLLQKALMPVLLQGQARLVEECNGRRAKLLACDGNEIDTMFVDRRGTAEPQGQKLVICCEGNAGFYEVGCVSTP.... Protein 2 (ENSG00000132017) has sequence MAPSSKSERNSGAGSGGGGPGGAGGKRAAGRRREHVLKQLERVKISGQLSPRLFRKLPPRVCVSLKNIVDEDFLYAGHIFLGFSKCGRYVLSYTSSSGDDDFSFYIYHLYWWEFNVHSKLKLVRQVRLFQDEEIYSDLYLTVCEWPSDASKVIVFGFNTRSANGMLMNMMMMSDENHRDIYVSTVAVPPPGRCAACQDASRAHPGDPNAQCLRHGFMLHTKYQVVYPFPTFQPAFQLKKDQVVLLNTSYSLVACAVSVHSAGDRSFCQILYDHSTCPLAPASPPEPQSPELPPALPSFCP.... Result: 0 (the proteins do not interact). (2) Result: 1 (the proteins interact). Protein 2 (ENSG00000197696) has sequence MARRAGGARMFGSLLLFALLAAGVAPLSWDLPEPRSRASKIRVHSRGNLWATGHFMGKKSLEPSSPSPLGTAPHTSLRDQRLQLSHDLLGILLLKKALGVSLSRPAPQIQYRRLLVQILQK*MARRAGGARMFGSLLLFALLAAGVAPLSWDLPEPRSRASKIRVHSRGNLWATGHFMGKKSLEPSSPSPLGTAPHTSLRDQRLQLSHDLLGILLLKKALGVSLSRPAPQIQEAAGTNTAEMTPIMGQTQQRGLDCAHPGKVLNGTLLMAPSGCKS*. Protein 1 (ENSG00000110330) has sequence MHKTASQRLFPGPSYQNIKSIMEDSTILSDWTNSNKQKMKYDFSCELYRMSTYSTFPAGVPVSERSLARAGFYYTGVNDKVKCFCCGLMLDNWKLGDSPIQKHKQLYPSCSFIQNLVSASLGSTSKNTSPMRNSFAHSLSPTLEHSSLFSGSYSSLSPNPLNSRAVEDISSSRTNPYSYAMSTEEARFLTYHMWPLTFLSPSELARAGFYYIGPGDRVACFACGGKLSNWEPKDDAMSEHRRHFPNCPFLENSLETLRFSISNLSMQTHAARMRTFMYWPSSVPVQPEQLASAGFYYVGR.... (3) Protein 1 (ENSG00000113657) has sequence MASGRRGWDSSHEDDLPVYLARPGTTDQVPRQKYGGMFCNVEGAFESKTLDFDALSVGQRGAKTPRSGQGSDRGSGSRPGIEGDTPRRGQGREESREPAPASPAPAGVEIRSATGKEVLQNLGPKDKSDRLLIKGGRIVNDDQSFYADIYMEDGLIKQIGDNLIVPGGVKTIEANGKMVIPGGIDVHTHFQMPYKGMTTVDDFFQGTKAALAGGTTMIIDHVVPEPESSLTEAYEKWREWADGKSCCDYALHVDITHWNDSVKQEVQNLIKDKGVNSFMVYMAYKDLYQVSNTELYEIFT.... Protein 2 (ENSG00000109189) has sequence MTVRNIASICNMGTNASALEKDIGPEQFPINEHYFGLVNFGNTCYCNSVLQALYFCRPFRENVLAYKAQQKKKENLLTCLADLFHSIATQKKKVGVIPPKKFISRLRKENDLFDNYMQQDAHEFLNYLLNTIADILQEEKKQEKQNGKLKNGNMNEPAENNKPELTWVHEIFQGTLTNETRCLNCETVSSKDEDFLDLSVDVEQNTSITHCLRDFSNTETLCSEQKYYCETCCSKQEAQKRMRVKKLPMILALHLKRFKYMEQLHRYTKLSYRVVFPLELRLFNTSSDAVNLDRMYDLVA.... Result: 0 (the proteins do not interact). (4) Protein 1 (ENSG00000185761) has sequence MDSAPLFPRPHLFQNLLLFLWALLNCGLGVSAQGPGEWTPWVSWTRCSSSCGRGVSVRSRRCLRLPGEEPCWGDSHEYRLCQLPDCPPGAVPFRDLQCALYNGRPVLGTQKTYQWVPFHGAPNQCDLNCLAEGHAFYHSFGRVLDGTACSPGAQGVCVAGRCLSAGCDGLLGSGALEDRCGRCGGANDSCLFVQRVFRDAGAFAGYWNVTLIPEGARHIRVEHRSRNHLALMGGDGRYVLNGHWVVSPPGTYEAAGTHVVYTRDTGPQETLQAAGPTSHDLLLQVLLQEPNPGIEFEFWL.... Protein 2 (ENSG00000125735) has sequence MEESVVRPSVFVVDGQTDIPFTRLGRSHRRQSCSVARDGPAGSWEQLIQERRSHEVNPAAHLTGANSSLTGSGGPLLWETQLGLAFLRGLSYHDGALVVTKAGYYYIYSKVQLGGVGCPLGLASTITHGLYKRTPRYPEELELLVSQQSPCGRATSSSRVWWDSSFLGGVVHLEAGEKVVVRVLDERLVRLRDGTRSYFGAFMV*MEESVVRPSVFVVDGQTDIPFTRLGRSHRRQSCSVARVGLGLLLLLMGAGLAVQGWFLLQLHWRLGEMVTRLPDGPAGSWEQLIQERRSHEVNPA.... Result: 0 (the proteins do not interact). (5) Protein 1 (ENSG00000152133) has sequence MKNQAEEKAAEQFRMRLKNKQDEMKLEGDLRRSQRACQQLDVQKNIQVPREAWYWLRLEEETEEDEEEKEQDEDEYKSEDLSVLEKLQILTSYLREEHLYCIWCGTAYEDKEDLSSNCPGPTSADHD*MRSARSTALNRGEQRAVRYYSHMKLNMAEEEDYMSDSFINVQEDIRPGLPMLRQIREARRKEEKQQEANLKNRQKSLKEEEQERRDIGLKNALGCENKGFALLQKMGYKSGQALGKSGGGIVEPIPLNIKTGKSGIGHEASLKRKAEEKLESYRKKIHMKNQAEEKAAEQFR.... Protein 2 (ENSG00000132507) has sequence MADDLDFETGDAGASATFPMQCSALRKNGFVVLKGRPCKIVEMSTSKTGKHGHAKVHLVGIDIFTGKKYEDICPSTHNMDVPNIKRNDFQLIGIQDGYLSLLQDSGEVREDLRLPEGDLGKEIEQKYDCGEEILITVLSAMTEEAAVAIKAMAK*MCGTGGTDSKTRRPPHRASFLKRLESKPLKMADDLDFETGDAGASATFPMQCSALRKNGFVVLKGRPCKIVEMSTSKTGKHGHAKVHLVGIDIFTGKKYEDICPSTHNMDVPNIKRNDFQLIGIQDGYLSLLQDSGEVREDLRLP.... Result: 0 (the proteins do not interact). (6) Protein 1 (ENSG00000186143) has sequence MLPQNKDQVLPQTSVLPGRPTWGFSQLVDSSPHNLQPLSPHQGLPPSQPPFSSTQSRRPSSPPPASPSPGFQFGSCDSNSDFAPHPYSPSLPSSPTFFHQNYLSLPRPRASSPSNHWLYPSPPLTPSFSPSQPQNSSLPHSPCQSPSHPEELHSSTLTSPGPSPPSHRLHSNRQTWRWHQYRDTGSGSPGVVERCVPSEKDPAQFRDPGALAQALVVQLGHRRIAHDLRLLLLQHLWLGRTGQAPVVEYPICLVCLRPRSPSCPLPRYRTGPRLLAFPQLLPCVQGQESGPLRIGIGFGL.... Protein 2 (ENSG00000162511) has sequence MDPRLSTVRQTCCCFNVRIATTALAIYHVIMSVLLFIEHSVEVAHGKASCKLSQMGYLRIADLISSFLLITMLFIISLSLLIGVVKNREKYLLPFLSLQIMDYLLCLLTLLGSYIELPAYLKLASRSRASSSKFPLMTLQLLDFCLSILTLCSSYMEVPTYLNFKSMNHMNYLPSQEDMPHNQFIKMMIIFSIAFITVLIFKVYMFKCVWRCYRLIKCMNSVEEKRNSKMLQKVVLPSYEEALSLPSKTPEGGPAPPPYSEV*. Result: 0 (the proteins do not interact). (7) Protein 1 (ENSG00000133731) has sequence MADPWQECMDYAVTLARQAGEVVCEAIKNEMNVMLKSSPVDLVTATDQKVEKMLISSIKEKYPSHSFIGEESVAAGEKSILTDNPTWIIDPIDGTTNFVHRFPFVAVSIGFAVNKKIEFGVVYSCVEGKMYTARKGKGAFCNGQKLQVSQQEDITKSLLVTELGSSRTPETVRMVLSNMEKLFCIPVHGIRSVGTAAVNMCLVATGGADAYYEMGIHCWDVAGAGIIVTEAGGVLMDVTGGPFDLMSRRVIAANNRILAERIAKEIQVIPLQRDDED*MADPWQECMDYAVTLARQAGEV.... Protein 2 (ENSG00000131914) has sequence MGSVSNQQFAGGCAKAAEEAPEEAPEDAARAADEPQLLHGAGICKWFNVRMGFGFLSMTARAGVALDPPVDVFVHQSKLHMEGFRSLKEGEAVEFTFKKSAKGLESIRVTGPGGVFCIGSERRPKGKSMQKRRSKGDRCYNCGGLDHHAKECKLPPQPKKCHFCQSISHMVASCPLKAQQGPSAQGKPTYFREEEEEIHSPTLLPEAQN*. Result: 0 (the proteins do not interact). (8) Protein 2 (ENSG00000104408) has sequence MAEYDLTTRIAHFLDRHLVFPLLEFLSVKEIYNEKELLQGKLDLLSDTNMVDFAMDVYKNLYSDDIPHALREKRTTVVAQLKQLQAETEPIVKMFEDPETTRQMQSTRDGRMLFDYLADKHGFRQEYLDTLYRYAKFQYECGNYSGAAEYLYFFRVLVPATDRNALSSLWGKLASEILMQNWDAAMEDLTRLKETIDNNSVSSPLQSLQQRTWLIHWSLFVFFNHPKGRDNIIDLFLYQPQYLNAIQTMCPHILRYLTTAVITNKDVRKRRQVLKDLVKVIQQESYTYKDPITEFVECLY.... Result: 0 (the proteins do not interact). Protein 1 (ENSG00000156006) has sequence MDIEAYFERIGYKNSRNKLDLETLTDILEHQIRAVPFENLNMHCGQAMELGLEAIFDHIVRRNRGGWCLQVNQLLYWALTTIGFQTTMLGGYFYIPPVNKYSTGMVHLLLQVTIDGRNYIVDAGSGSSSQMWQPLELISGKDQPQVPCIFCLTEERGIWYLDQIRREQYITNKEFLNSHLLPKKKHQKIYLFTLEPRTIEDFESMNTYLQTSPTSSFITTSFCSLQTPEGVYCLVGFILTYRKFNYKDNTDLVEFKTLTEEEVEEVLRNIFKISLGRNLVPKPGDGSLTI*MWQPLELIS.... (9) Protein 1 (ENSG00000111335) has sequence MGNGESQLSSVPAQKLGWFIQEYLKPYEECQTLIDEMVNTICDVLQEPEQFPLVQGVAIGGSYGRKTVLRGNSDGTLVLFFSDLKQFQDQKRSQRDILDKTGDKLKFCLFTKWLKNNFEIQKSLDGFTIQVFTKNQRISFEVLAAFNALSLNDNPSPWIYRELKRSLDKTNASPGEFAVCFTELQQKFFDNRPGKLKDLILLIKHWHQQCQKKIKDLPSLSPYALELLTVYAWEQGCRKDNFDIAEGVRTVLELIKCQEKLCIYWMVNYNFEDETIRNILLHQLQSARPVILDPVDPTNN.... Protein 2 (ENSG00000187735) has sequence MEDEVVRFAKKMDKMVQKKNASTRIGMSVNAIRKQSTDEEVTSLAKSLIKSWKKLLDGPSTEKDLDEKKKEPAITSQNSPEAREESTSSGNVSNRKDETNARDTYVSSFPRAPSTSDSVRLKCREMLAAALRTGDDYIAIGADEEELGSQIEEAIYQEIRNTDMKYKNRVRSRISNLKDAKNPNLRKNVLCGNIPPDLFARMTAEEMASDELKEMRKNLTKEAIREHQMAKTGGTQTDLFTCGKCKKKNCTYTQVQTRSADEPMTTFVVCNECGNRWKFC*MEDEVVRFAKKMDKMVQKK.... Result: 0 (the proteins do not interact).